From a dataset of Reaction yield outcomes from USPTO patents with 853,638 reactions. Predict the reaction yield, written as a fraction of the theoretical maximum amount of product (1.0 means a 100% yield; for example, 0.34 means a 34% yield). (1) The reactants are [CH2:1]([N:8]1[CH2:13][CH2:12][C:11]([C:22]2[CH:27]=[CH:26][C:25]([OH:28])=[CH:24][CH:23]=2)([C:14]2[CH:19]=[CH:18][CH:17]=[C:16]([O:20][CH3:21])[CH:15]=2)[CH2:10][CH2:9]1)[C:2]1[CH:7]=[CH:6][CH:5]=[CH:4][CH:3]=1.N1C=CC=CC=1.[S:35](O[S:35]([C:38]([F:41])([F:40])[F:39])(=[O:37])=[O:36])([C:38]([F:41])([F:40])[F:39])(=[O:37])=[O:36].C([O-])(O)=O.[Na+]. The catalyst is C(Cl)Cl. The product is [CH2:1]([N:8]1[CH2:9][CH2:10][C:11]([C:22]2[CH:27]=[CH:26][C:25]([O:28][S:35]([C:38]([F:41])([F:40])[F:39])(=[O:37])=[O:36])=[CH:24][CH:23]=2)([C:14]2[CH:19]=[CH:18][CH:17]=[C:16]([O:20][CH3:21])[CH:15]=2)[CH2:12][CH2:13]1)[C:2]1[CH:7]=[CH:6][CH:5]=[CH:4][CH:3]=1. The yield is 0.750. (2) The yield is 0.0300. The catalyst is C1(C)C=CC=CC=1. The reactants are [OH:1][CH:2]1[CH2:7][CH2:6][NH:5][CH2:4][CH2:3]1.Cl[CH2:9][CH2:10][CH2:11][C:12]([C:14]1[CH:19]=[CH:18][CH:17]=[CH:16][CH:15]=1)=[O:13].[Na+].[I-].C([O-])([O-])=O.[K+].[K+]. The product is [OH:1][CH:2]1[CH2:7][CH2:6][N:5]([CH2:9][CH2:10][CH2:11][C:12]([C:14]2[CH:19]=[CH:18][CH:17]=[CH:16][CH:15]=2)=[O:13])[CH2:4][CH2:3]1. (3) The reactants are [CH2:1]([C:3]1([C:13]2[C:21]3[C:16](=[C:17]([N+:22]([O-:24])=[O:23])[CH:18]=[CH:19][CH:20]=3)[NH:15][CH:14]=2)[C:11]2[C:6](=[CH:7][C:8]([F:12])=[CH:9][CH:10]=2)[CH2:5][CH2:4]1)[CH3:2].[CH3:25][O-].[Na+].IC. The catalyst is CN(C)C=O.CCOCC. The product is [CH2:1]([C:3]1([C:13]2[C:21]3[C:16](=[C:17]([N+:22]([O-:24])=[O:23])[CH:18]=[CH:19][CH:20]=3)[N:15]([CH3:25])[CH:14]=2)[C:11]2[C:6](=[CH:7][C:8]([F:12])=[CH:9][CH:10]=2)[CH2:5][CH2:4]1)[CH3:2]. The yield is 0.940. (4) The product is [Cl:14][C:15]1[S:16][C:17]([CH2:20][N:1]2[C:11]3[C:6](=[CH:7][CH:8]=[CH:9][CH:10]=3)[C:4](=[O:5])[C:2]2=[O:3])=[CH:18][CH:19]=1. The yield is 0.220. The catalyst is O1CCOCC1. The reactants are [NH:1]1[C:11]2[C:6](=[CH:7][CH:8]=[CH:9][CH:10]=2)[C:4](=[O:5])[C:2]1=[O:3].[H-].[Na+].[Cl:14][C:15]1[S:16][C:17]([CH2:20]Cl)=[CH:18][CH:19]=1. (5) The reactants are CO.[CH:3]([C:6]1[CH:13]=[CH:12][C:9]([CH:10]=O)=[CH:8][CH:7]=1)([CH3:5])[CH3:4].[BH4-].[Na+].[Cl:16]CCl. The catalyst is C1COCC1.S(Cl)(Cl)=O. The product is [Cl:16][CH2:10][C:9]1[CH:12]=[CH:13][C:6]([CH:3]([CH3:5])[CH3:4])=[CH:7][CH:8]=1. The yield is 0.840. (6) The reactants are [CH3:1][C:2]1[O:6][N:5]=[C:4]([C:7]2[CH:12]=[CH:11][CH:10]=[CH:9][CH:8]=2)[C:3]=1[CH2:13][O:14][C:15]1[CH:23]=[CH:22][C:18]([C:19]([OH:21])=O)=[CH:17][N:16]=1.[NH2:24][C:25]1[CH:30]=[CH:29][CH:28]=[CH:27][CH:26]=1. No catalyst specified. The product is [CH3:1][C:2]1[O:6][N:5]=[C:4]([C:7]2[CH:8]=[CH:9][CH:10]=[CH:11][CH:12]=2)[C:3]=1[CH2:13][O:14][C:15]1[CH:23]=[CH:22][C:18]([C:19]([NH:24][C:25]2[CH:30]=[CH:29][CH:28]=[CH:27][CH:26]=2)=[O:21])=[CH:17][N:16]=1. The yield is 0.700. (7) The reactants are [Br:1][C:2]1[C:10]2[C:5](=[CH:6][CH:7]=[CH:8][C:9]=2[N+:11]([O-:13])=[O:12])[NH:4][N:3]=1.Cl.Cl[CH2:16][C:17]1[CH:22]=[CH:21][CH:20]=[C:19]([CH:23]([CH3:25])[CH3:24])[N:18]=1.C([O-])([O-])=O.[K+].[K+]. The catalyst is CN(C=O)C. The product is [Br:1][C:2]1[C:10]2[C:5](=[CH:6][CH:7]=[CH:8][C:9]=2[N+:11]([O-:13])=[O:12])[N:4]([CH2:16][C:17]2[CH:22]=[CH:21][CH:20]=[C:19]([CH:23]([CH3:25])[CH3:24])[N:18]=2)[N:3]=1. The yield is 0.670. (8) The reactants are Cl[C:2]1[C:11]2[C:6](=[N:7][CH:8]=[CH:9][N:10]=2)[N:5]=[C:4]([CH3:12])[N:3]=1.Cl[C:14]1N=[C:18](C)[N:17]=[C:16](N)[C:15]=1N.O1[CH2:28][CH2:27][O:26][CH:25](O)C1O.[CH2:31](O)C. No catalyst specified. The product is [CH3:25][O:26][C:27]1[CH:14]=[CH:15][C:16]([N:17]([C:2]2[C:11]3[C:6](=[N:7][CH:8]=[CH:9][N:10]=3)[N:5]=[C:4]([CH3:12])[N:3]=2)[CH3:18])=[CH:31][CH:28]=1. The yield is 0.970. (9) The reactants are [CH2:1]([O:3][C:4](=[O:16])[CH2:5][C:6]1[CH2:10][CH2:9][CH2:8][C:7]=1[C:11]([O:13]CC)=O)[CH3:2].[H-].[Na+].[Cl:19][C:20]1[CH:29]=[C:28]([I:30])[CH:27]=[CH:26][C:21]=1[N:22]=[C:23]=[N:24][CH3:25]. The catalyst is C1COCC1. The product is [Cl:19][C:20]1[CH:29]=[C:28]([I:30])[CH:27]=[CH:26][C:21]=1[NH:22][C:23]1[N:24]([CH3:25])[C:11](=[O:13])[C:7]2[CH2:8][CH2:9][CH2:10][C:6]=2[C:5]=1[C:4]([O:3][CH2:1][CH3:2])=[O:16]. The yield is 0.110. (10) The reactants are [C:1]([O:5][C:6](=[O:26])[CH2:7][O:8][C@H:9]1[CH2:25][O:24][C:12]2=[CH:13][CH:14]=[C:15]3[C:19]([N:18]([CH2:20][C@H:21](O)[CH3:22])[N:17]=[CH:16]3)=[C:11]2[CH2:10]1)([CH3:4])([CH3:3])[CH3:2].C(N(CC)CC)C.CS(OS(C)(=O)=O)(=O)=O.[N-:43]=[N+:44]=[N-:45].[Na+]. The catalyst is C1COCC1. The product is [C:1]([O:5][C:6](=[O:26])[CH2:7][O:8][C@H:9]1[CH2:25][O:24][C:12]2=[CH:13][CH:14]=[C:15]3[C:19]([N:18]([CH2:20][C@@H:21]([N:43]=[N+:44]=[N-:45])[CH3:22])[N:17]=[CH:16]3)=[C:11]2[CH2:10]1)([CH3:2])([CH3:4])[CH3:3]. The yield is 0.840.